Dataset: NCI-60 drug combinations with 297,098 pairs across 59 cell lines. Task: Regression. Given two drug SMILES strings and cell line genomic features, predict the synergy score measuring deviation from expected non-interaction effect. (1) Drug 1: C1=NC(=NC(=O)N1C2C(C(C(O2)CO)O)O)N. Drug 2: CCCCC(=O)OCC(=O)C1(CC(C2=C(C1)C(=C3C(=C2O)C(=O)C4=C(C3=O)C=CC=C4OC)O)OC5CC(C(C(O5)C)O)NC(=O)C(F)(F)F)O. Cell line: OVCAR3. Synergy scores: CSS=31.5, Synergy_ZIP=1.74, Synergy_Bliss=2.06, Synergy_Loewe=-12.3, Synergy_HSA=2.15. (2) Drug 1: CCC1=CC2CC(C3=C(CN(C2)C1)C4=CC=CC=C4N3)(C5=C(C=C6C(=C5)C78CCN9C7C(C=CC9)(C(C(C8N6C)(C(=O)OC)O)OC(=O)C)CC)OC)C(=O)OC.C(C(C(=O)O)O)(C(=O)O)O. Drug 2: C1=CC(=C2C(=C1NCCNCCO)C(=O)C3=C(C=CC(=C3C2=O)O)O)NCCNCCO. Cell line: MDA-MB-231. Synergy scores: CSS=44.7, Synergy_ZIP=-5.70, Synergy_Bliss=-4.10, Synergy_Loewe=-0.875, Synergy_HSA=1.15.